This data is from Experimentally validated miRNA-target interactions with 360,000+ pairs, plus equal number of negative samples. The task is: Binary Classification. Given a miRNA mature sequence and a target amino acid sequence, predict their likelihood of interaction. The miRNA is hsa-miR-6832-3p with sequence ACCCUUUUUCUCUUUCCCAG. The protein sequence of the target gene is MPAGRAARTCALLALCLLGAGAQDFGPTRFICTSVPVDADMCAASVAAGGAEELRSSVLQLRETVLQQKETILSQKETIRELTAKLGRCESQSTLDPGAGEARAGGGRKQPGSGKNTMGDLSRTPAAETLSQLGQTLQSLKTRLENLEQYSRLNSSSQTNSLKDLLQSKIDELERQVLSRVNTLEEGKGGPRNDTEERVKIETALTSLHQRISELEKGQKDNRPGDKFQLTFPLRTNYMYAKVKKSLPEMYAFTVCMWLKSSATPGVGTPFSYAVPGQANELVLIEWGNNPMEILINDKV.... Result: 1 (interaction).